Dataset: Catalyst prediction with 721,799 reactions and 888 catalyst types from USPTO. Task: Predict which catalyst facilitates the given reaction. (1) Reactant: [CH2:1]([O:8][C@@H:9]([CH2:21][O:22][CH2:23][C:24]1[CH:29]=[CH:28][CH:27]=[CH:26][CH:25]=1)[CH2:10][C:11]1([S:14]([O:17]C(C)C)(=[O:16])=[O:15])[CH2:13][CH2:12]1)[C:2]1[CH:7]=[CH:6][CH:5]=[CH:4][CH:3]=1.C([S-])#N.[K+].O. Product: [CH2:1]([O:8][C@@H:9]([CH2:21][O:22][CH2:23][C:24]1[CH:25]=[CH:26][CH:27]=[CH:28][CH:29]=1)[CH2:10][C:11]1([S:14]([OH:17])(=[O:16])=[O:15])[CH2:13][CH2:12]1)[C:2]1[CH:7]=[CH:6][CH:5]=[CH:4][CH:3]=1. The catalyst class is: 1. (2) Reactant: [C:1]([O:5][C:6](=[O:16])[NH:7][C:8]1[CH:13]=[CH:12][C:11]([Cl:14])=[CH:10][C:9]=1[CH3:15])([CH3:4])([CH3:3])[CH3:2].[Li]C(CC)C.CON(C)[C:25](=[O:29])[CH:26]([CH3:28])[CH3:27].Cl. Product: [C:1]([O:5][C:6](=[O:16])[NH:7][C:8]1[CH:13]=[CH:12][C:11]([Cl:14])=[CH:10][C:9]=1[CH2:15][C:25](=[O:29])[CH:26]([CH3:28])[CH3:27])([CH3:4])([CH3:3])[CH3:2]. The catalyst class is: 116. (3) Reactant: [Br:1][CH:2]([C:6]([CH3:9])([CH3:8])[CH3:7])[C:3](Cl)=[O:4].[F:10][C:11]1[CH:43]=[CH:42][C:14]([CH2:15][NH:16][CH2:17][C:18]2[N:19]=[CH:20][N:21]([C:23]([C:36]3[CH:41]=[CH:40][CH:39]=[CH:38][CH:37]=3)([C:30]3[CH:35]=[CH:34][CH:33]=[CH:32][CH:31]=3)[C:24]3[CH:29]=[CH:28][CH:27]=[CH:26][CH:25]=3)[CH:22]=2)=[CH:13][CH:12]=1.CCN(CC)CC. Product: [Br:1][CH:2]([C:6]([CH3:9])([CH3:8])[CH3:7])[C:3]([N:16]([CH2:15][C:14]1[CH:42]=[CH:43][C:11]([F:10])=[CH:12][CH:13]=1)[CH2:17][C:18]1[N:19]=[CH:20][N:21]([C:23]([C:36]2[CH:37]=[CH:38][CH:39]=[CH:40][CH:41]=2)([C:30]2[CH:35]=[CH:34][CH:33]=[CH:32][CH:31]=2)[C:24]2[CH:25]=[CH:26][CH:27]=[CH:28][CH:29]=2)[CH:22]=1)=[O:4]. The catalyst class is: 2. (4) Reactant: [CH2:1]([O:3][C:4](=[O:20])[CH2:5][C:6]1[N:10]([C:11]([O:13][C:14]([CH3:17])([CH3:16])[CH3:15])=[O:12])[N:9]=[C:8]([CH:18]=O)[CH:7]=1)[CH3:2].[C:21]1([C:27]([C:41]2[CH:46]=[CH:45][CH:44]=[CH:43][CH:42]=2)([C:35]2[CH:40]=[CH:39][CH:38]=[CH:37][CH:36]=2)[N:28]2[CH2:33][CH2:32][C:31](=[O:34])[CH2:30][CH2:29]2)[CH:26]=[CH:25][CH:24]=[CH:23][CH:22]=1.N1CCCC1. Product: [C:14]([O:13][C:11]([N:10]1[C:6]([CH2:5][C:4]([O:3][CH2:1][CH3:2])=[O:20])=[CH:7][C:8](/[CH:18]=[C:32]2\[CH2:33][N:28]([C:27]([C:35]3[CH:40]=[CH:39][CH:38]=[CH:37][CH:36]=3)([C:21]3[CH:22]=[CH:23][CH:24]=[CH:25][CH:26]=3)[C:41]3[CH:46]=[CH:45][CH:44]=[CH:43][CH:42]=3)[CH2:29][CH2:30][C:31]\2=[O:34])=[N:9]1)=[O:12])([CH3:17])([CH3:16])[CH3:15]. The catalyst class is: 48.